From a dataset of Forward reaction prediction with 1.9M reactions from USPTO patents (1976-2016). Predict the product of the given reaction. Given the reactants [NH:1]1[C:5]2[CH:6]=[CH:7][C:8]([NH2:10])=[CH:9][C:4]=2[N:3]=[CH:2]1.[Br:11][C:12]1[CH:13]=[CH:14][C:15]([F:20])=[C:16]([CH:19]=1)[CH:17]=O.C([O:23][C:24](=O)[C:25](=[O:30])[CH2:26][C:27](=[O:29])[CH3:28])C, predict the reaction product. The product is: [C:27]([C:26]1[CH:17]([C:16]2[CH:19]=[C:12]([Br:11])[CH:13]=[CH:14][C:15]=2[F:20])[N:10]([C:8]2[CH:7]=[CH:6][C:5]3[NH:1][CH:2]=[N:3][C:4]=3[CH:9]=2)[C:24](=[O:23])[C:25]=1[OH:30])(=[O:29])[CH3:28].